From a dataset of Forward reaction prediction with 1.9M reactions from USPTO patents (1976-2016). Predict the product of the given reaction. (1) Given the reactants [C:1]([C:4]1[CH:9]=[CH:8][N:7]=[C:6]([CH3:10])[CH:5]=1)(=O)[CH3:2].Cl.[NH2:12][OH:13].CO.O.O.O.C([O-])(=O)C.[Na+], predict the reaction product. The product is: [CH3:10][C:6]1[CH:5]=[C:4]([C:1](=[N:12][OH:13])[CH3:2])[CH:9]=[CH:8][N:7]=1. (2) Given the reactants Br[CH2:2][C:3](=O)[CH2:4][CH3:5].[NH2:7][C:8]1[N:13]=[CH:12][C:11]([I:14])=[CH:10][N:9]=1, predict the reaction product. The product is: [CH2:4]([C:3]1[N:7]=[C:8]2[N:13]=[CH:12][C:11]([I:14])=[CH:10][N:9]2[CH:2]=1)[CH3:5]. (3) Given the reactants [CH2:1]([O:3][C:4](=[O:21])[N:5]([C:15]1[CH:20]=[CH:19][CH:18]=[CH:17][CH:16]=1)[CH2:6][CH2:7][NH:8][C:9](=O)[C:10](F)(F)F)[CH3:2].[Br:22][C:23]1[N:27]2[N:28]=C(F)C=[CH:31][C:26]2=[N:25][CH:24]=1.C(=O)([O-])[O-].[K+].[K+].O, predict the reaction product. The product is: [CH2:1]([O:3][C:4](=[O:21])[N:5]([CH2:6][CH2:7][NH:8][C:9]1[CH:10]=[CH:31][C:26]2[N:27]([C:23]([Br:22])=[CH:24][N:25]=2)[N:28]=1)[C:15]1[CH:20]=[CH:19][CH:18]=[CH:17][CH:16]=1)[CH3:2]. (4) Given the reactants Br[C:2]1[C:3]([N:25]2[CH2:30][CH2:29][CH2:28][C@@H:27]([NH:31][C:32]([O:34][C:35]([CH3:38])([CH3:37])[CH3:36])=[O:33])[CH2:26]2)=[C:4]2[C:10]([NH:11][C:12](=[O:17])[CH2:13][CH2:14][O:15][CH3:16])=[CH:9][N:8]([C:18]([O:20][C:21]([CH3:24])([CH3:23])[CH3:22])=[O:19])[C:5]2=[N:6][CH:7]=1.[CH:39]1(B(O)O)[CH2:41][CH2:40]1.C1(P(C2CCCCC2)C2CCCCC2)CCCCC1.[O-]P([O-])([O-])=O.[K+].[K+].[K+], predict the reaction product. The product is: [C:35]([O:34][C:32]([NH:31][C@@H:27]1[CH2:28][CH2:29][CH2:30][N:25]([C:3]2[C:2]([CH:39]3[CH2:41][CH2:40]3)=[CH:7][N:6]=[C:5]3[N:8]([C:18]([O:20][C:21]([CH3:24])([CH3:22])[CH3:23])=[O:19])[CH:9]=[C:10]([NH:11][C:12](=[O:17])[CH2:13][CH2:14][O:15][CH3:16])[C:4]=23)[CH2:26]1)=[O:33])([CH3:38])([CH3:36])[CH3:37]. (5) Given the reactants [Al+3].[Cl-].[Cl-].[Cl-].[CH:5]1([CH2:11][N:12]2[CH:16]=[CH:15][C:14]([C:17]([O:19][CH2:20][CH3:21])=[O:18])=[C:13]2[CH3:22])[CH2:10][CH2:9][CH2:8][CH2:7][CH2:6]1.[Br:23][CH2:24][C:25](Br)=[O:26], predict the reaction product. The product is: [Br:23][CH2:24][C:25]([C:16]1[N:12]([CH2:11][CH:5]2[CH2:6][CH2:7][CH2:8][CH2:9][CH2:10]2)[C:13]([CH3:22])=[C:14]([C:17]([O:19][CH2:20][CH3:21])=[O:18])[CH:15]=1)=[O:26]. (6) Given the reactants [CH3:1][N:2]1[C:10]2[C:5](=[CH:6][C:7](C=O)=[CH:8][CH:9]=2)[CH:4]=[CH:3]1.N1C2C(=CC=C([CH:22]=[O:23])C=2)C=C1, predict the reaction product. The product is: [CH3:1][N:2]1[C:10]2[C:5](=[CH:6][CH:7]=[C:8]([CH:22]=[O:23])[CH:9]=2)[CH:4]=[CH:3]1.